Dataset: Forward reaction prediction with 1.9M reactions from USPTO patents (1976-2016). Task: Predict the product of the given reaction. (1) Given the reactants [C:1]([NH:4][C:5]1[CH:6]=[C:7]2[C:18]3[CH:17]=[CH:16][C:15]([O:19][CH2:20][C@@H:21]([NH:26]C(=O)OC(C)(C)C)[CH2:22][CH:23]([CH3:25])[CH3:24])=[C:14]([O:34][CH3:35])[C:13]=3[O:12][CH2:11][C:8]2=[CH:9][N:10]=1)(=[O:3])[CH3:2].[C:36]([OH:42])([C:38](F)(F)F)=[O:37], predict the reaction product. The product is: [C:36]([O-:42])(=[O:37])[CH3:38].[NH4+:4].[NH2:26][C@@H:21]([CH2:22][CH:23]([CH3:25])[CH3:24])[CH2:20][O:19][C:15]1[CH:16]=[CH:17][C:18]2[C:7]3[C:8](=[CH:9][N:10]=[C:5]([NH:4][C:1](=[O:3])[CH3:2])[CH:6]=3)[CH2:11][O:12][C:13]=2[C:14]=1[O:34][CH3:35]. (2) Given the reactants [Cl:1][C:2]1[CH:9]=[CH:8][C:5]([CH2:6]Br)=[CH:4][CH:3]=1.[Mg].[Cl:11][C:12]1[CH:19]=[C:18]([Cl:20])[CH:17]=[CH:16][C:13]=1[C:14]#N.CC[O:23]CC, predict the reaction product. The product is: [Cl:11][C:12]1[CH:19]=[C:18]([Cl:20])[CH:17]=[CH:16][C:13]=1[C:14]([CH2:6][C:5]1[CH:8]=[CH:9][C:2]([Cl:1])=[CH:3][CH:4]=1)=[O:23].